Dataset: Catalyst prediction with 721,799 reactions and 888 catalyst types from USPTO. Task: Predict which catalyst facilitates the given reaction. (1) Reactant: [I-].[CH3:2][P+](C1C=CC=CC=1)(C1C=CC=CC=1)C1C=CC=CC=1.[Li]CCCC.[Cl:27][C:28]1[CH:50]=[CH:49][C:31]([CH2:32][N:33]([CH2:45][CH2:46][O:47][CH3:48])[C:34]2[CH:41]=[CH:40][C:37]([CH:38]=O)=[CH:36][C:35]=2[N+:42]([O-:44])=[O:43])=[CH:30][CH:29]=1. Product: [Cl:27][C:28]1[CH:50]=[CH:49][C:31]([CH2:32][N:33]([CH2:45][CH2:46][O:47][CH3:48])[C:34]2[CH:41]=[CH:40][C:37]([CH:38]=[CH2:2])=[CH:36][C:35]=2[N+:42]([O-:44])=[O:43])=[CH:30][CH:29]=1. The catalyst class is: 249. (2) Product: [CH3:13][S:12][C:9]1[NH:8][C:7](=[O:14])[C:6]([C:4]([O:3][CH2:1][CH3:2])=[O:5])=[CH:11][N:10]=1. The catalyst class is: 5. Reactant: [CH2:1]([O:3][C:4]([C:6]1[C:7](=[O:14])[N-:8][C:9]([S:12][CH3:13])=[N:10][CH:11]=1)=[O:5])[CH3:2].C([Na])C.Cl. (3) Reactant: Cl.[NH2:2][CH2:3][CH2:4][NH:5][S:6]([C:9]1[C:17]2[C:12](=[CH:13][CH:14]=[C:15]([Br:18])[CH:16]=2)[N:11]([S:19]([C:22]2[CH:27]=[CH:26][CH:25]=[CH:24][CH:23]=2)(=[O:21])=[O:20])[C:10]=1[C:28]([O:30][CH2:31][CH3:32])=[O:29])(=[O:8])=[O:7].C(N(CC)CC)C.Cl[C:41](Cl)([O:43]C(=O)OC(Cl)(Cl)Cl)Cl.[CH3:52][O:53][C:54]1[CH:60]=[CH:59][C:57]([NH2:58])=[CH:56][CH:55]=1. Product: [Br:18][C:15]1[CH:16]=[C:17]2[C:12](=[CH:13][CH:14]=1)[N:11]([S:19]([C:22]1[CH:27]=[CH:26][CH:25]=[CH:24][CH:23]=1)(=[O:21])=[O:20])[C:10]([C:28]([O:30][CH2:31][CH3:32])=[O:29])=[C:9]2[S:6]([NH:5][CH2:4][CH2:3][NH:2][C:41]([NH:58][C:57]1[CH:59]=[CH:60][C:54]([O:53][CH3:52])=[CH:55][CH:56]=1)=[O:43])(=[O:8])=[O:7]. The catalyst class is: 49.